From a dataset of Forward reaction prediction with 1.9M reactions from USPTO patents (1976-2016). Predict the product of the given reaction. (1) Given the reactants Cl[C:2]1[N:6]=[C:5]([CH:7]2[CH2:12][CH:11]([C:13]3[CH:18]=[CH:17][C:16]([CH2:19][CH3:20])=[CH:15][CH:14]=3)[CH2:10][N:9]([C:21]([N:23]3[CH2:28][CH2:27][CH:26]([OH:29])[CH2:25][CH2:24]3)=[O:22])[CH2:8]2)[O:4][N:3]=1.[NH:30]1[CH2:33][CH2:32][CH2:31]1, predict the reaction product. The product is: [N:30]1([C:2]2[N:6]=[C:5]([CH:7]3[CH2:12][CH:11]([C:13]4[CH:18]=[CH:17][C:16]([CH2:19][CH3:20])=[CH:15][CH:14]=4)[CH2:10][N:9]([C:21]([N:23]4[CH2:28][CH2:27][CH:26]([OH:29])[CH2:25][CH2:24]4)=[O:22])[CH2:8]3)[O:4][N:3]=2)[CH2:33][CH2:32][CH2:31]1. (2) The product is: [CH3:13][O:12][C:9]1[CH:10]=[CH:11][C:6]([C:3]2([CH2:2][C:14]#[N:15])[CH2:5][CH2:4]2)=[CH:7][CH:8]=1. Given the reactants Br[CH2:2][C:3]1([C:6]2[CH:11]=[CH:10][C:9]([O:12][CH3:13])=[CH:8][CH:7]=2)[CH2:5][CH2:4]1.[C-:14]#[N:15].[Na+].C(Cl)(Cl)Cl, predict the reaction product. (3) Given the reactants [CH3:1][O:2][C:3](=[O:11])[C:4]1[CH:9]=[CH:8][C:7]([OH:10])=[CH:6][CH:5]=1.[CH3:12][C:13]([O:15][C@@H:16]1[CH:20]=[CH:19][C@H:18](O)[CH2:17]1)=[O:14].C1(P(C2C=CC=CC=2)C2C=CC=CC=2)C=CC=CC=1.CC(OC(/N=N/C(OC(C)C)=O)=O)C, predict the reaction product. The product is: [CH3:1][O:2][C:3](=[O:11])[C:4]1[CH:9]=[CH:8][C:7]([O:10][C@H:19]2[CH2:20][C@H:16]([O:15][C:13](=[O:14])[CH3:12])[CH:17]=[CH:18]2)=[CH:6][CH:5]=1. (4) Given the reactants [Cl:1][C:2]1[CH:3]=[C:4]([CH2:9][S:10](Cl)(=[O:12])=[O:11])[CH:5]=[CH:6][C:7]=1[Cl:8].CC(C)=O.[OH-].[NH4+:19], predict the reaction product. The product is: [Cl:1][C:2]1[CH:3]=[C:4]([CH2:9][S:10]([NH2:19])(=[O:12])=[O:11])[CH:5]=[CH:6][C:7]=1[Cl:8].